Dataset: Peptide-MHC class II binding affinity with 134,281 pairs from IEDB. Task: Regression. Given a peptide amino acid sequence and an MHC pseudo amino acid sequence, predict their binding affinity value. This is MHC class II binding data. (1) The peptide sequence is SVQVRGELAAEEVEV. The MHC is HLA-DQA10501-DQB10301 with pseudo-sequence HLA-DQA10501-DQB10301. The binding affinity (normalized) is 0.249. (2) The peptide sequence is TTVLDFHPGAGKTRR. The MHC is DRB1_0801 with pseudo-sequence DRB1_0801. The binding affinity (normalized) is 0.161. (3) The peptide sequence is TSLFQHMLDLRAGKS. The MHC is DRB3_0202 with pseudo-sequence DRB3_0202. The binding affinity (normalized) is 0.212. (4) The peptide sequence is NGNELLLDLSLTKVN. The MHC is DRB1_1602 with pseudo-sequence DRB1_1602. The binding affinity (normalized) is 0.278. (5) The peptide sequence is IQGNVTSIHSLLDEG. The MHC is DRB5_0101 with pseudo-sequence DRB5_0101. The binding affinity (normalized) is 0.123. (6) The MHC is HLA-DQA10501-DQB10301 with pseudo-sequence HLA-DQA10501-DQB10301. The binding affinity (normalized) is 0.421. The peptide sequence is VQAPVGAITTIEDPV. (7) The peptide sequence is ISPNSVFSQWRVVCESLEEYD. The MHC is DRB1_0701 with pseudo-sequence DRB1_0701. The binding affinity (normalized) is 0.690.